This data is from Peptide-MHC class I binding affinity with 185,985 pairs from IEDB/IMGT. The task is: Regression. Given a peptide amino acid sequence and an MHC pseudo amino acid sequence, predict their binding affinity value. This is MHC class I binding data. (1) The peptide sequence is EGAGIDDPV. The MHC is HLA-B18:01 with pseudo-sequence HLA-B18:01. The binding affinity (normalized) is 0.0847. (2) The peptide sequence is VSDFRKEFY. The MHC is HLA-A02:19 with pseudo-sequence HLA-A02:19. The binding affinity (normalized) is 0.0847. (3) The peptide sequence is GGKKKYKL. The MHC is HLA-A29:02 with pseudo-sequence HLA-A29:02. The binding affinity (normalized) is 0. (4) The peptide sequence is KLKKKSAFY. The MHC is HLA-A68:02 with pseudo-sequence HLA-A68:02. The binding affinity (normalized) is 0.0847.